This data is from Full USPTO retrosynthesis dataset with 1.9M reactions from patents (1976-2016). The task is: Predict the reactants needed to synthesize the given product. (1) Given the product [CH:2]1([NH:5][C:6](=[O:11])[CH2:7][CH2:8][CH2:9][NH:10][C:32]([C:17]2[CH:18]=[C:19]3[C:14](=[CH:15][CH:16]=2)[N:13]([CH3:12])[C:25]2[CH2:24][CH2:23][CH:22]([CH:26]4[CH2:31][CH2:30][O:29][CH2:28][CH2:27]4)[CH2:21][C:20]3=2)=[O:33])[CH2:4][CH2:3]1, predict the reactants needed to synthesize it. The reactants are: [Cl-].[CH:2]1([NH:5][C:6](=[O:11])[CH2:7][CH2:8][CH2:9][NH3+:10])[CH2:4][CH2:3]1.[CH3:12][N:13]1[C:25]2[CH2:24][CH2:23][CH:22]([CH:26]3[CH2:31][CH2:30][O:29][CH2:28][CH2:27]3)[CH2:21][C:20]=2[C:19]2[C:14]1=[CH:15][CH:16]=[C:17]([C:32](O)=[O:33])[CH:18]=2.CCN(C(C)C)C(C)C.CN(C(ON1N=NC2C=CC=NC1=2)=[N+](C)C)C.F[P-](F)(F)(F)(F)F. (2) Given the product [C:2]1([CH:9]=[CH:8][CH:7]=[C:5]([OH:6])[CH:4]=1)[OH:3].[CH2:2]=[O:3], predict the reactants needed to synthesize it. The reactants are: O.[C:2]1([CH:9]=[CH:8][CH:7]=[C:5]([OH:6])[CH:4]=1)[OH:3].C=O. (3) Given the product [F:26][C:23]1[CH:22]=[C:13]([CH:12]=[C:11]([F:10])[C:24]=1[F:25])[CH2:14][N:15]1[CH2:20][CH2:19][CH:18]([NH:21][C:2]2[N:7]=[N:6][C:5]([C:8]#[N:9])=[CH:4][CH:3]=2)[CH2:17][CH2:16]1, predict the reactants needed to synthesize it. The reactants are: Cl[C:2]1[N:7]=[N:6][C:5]([C:8]#[N:9])=[CH:4][CH:3]=1.[F:10][C:11]1[CH:12]=[C:13]([CH:22]=[C:23]([F:26])[C:24]=1[F:25])[CH2:14][N:15]1[CH2:20][CH2:19][CH:18]([NH2:21])[CH2:17][CH2:16]1.C(N(C(C)C)CC)(C)C.C(=O)([O-])[O-].[Na+].[Na+]. (4) The reactants are: [F:1][C:2]([F:12])([F:11])[C:3]1[N:8]=[C:7]([C:9]#[N:10])[CH:6]=[N:5][CH:4]=1.[Na].[NH4+:14].[Cl-:15]. Given the product [ClH:15].[F:12][C:2]([F:1])([F:11])[C:3]1[N:8]=[C:7]([C:9](=[NH:14])[NH2:10])[CH:6]=[N:5][CH:4]=1, predict the reactants needed to synthesize it. (5) Given the product [CH:1]1([NH:4][C:5]([C:7]2[CH:12]=[CH:11][C:10]([C:17]3[CH:18]=[CH:19][C:20]([O:23][CH2:24][CH:25]4[CH2:30][CH2:29][N:28]([C:31]5[O:35][N:34]=[C:33]([CH:36]([CH3:38])[CH3:37])[N:32]=5)[CH2:27][CH2:26]4)=[CH:21][CH:22]=3)=[CH:9][CH:8]=2)=[O:6])[CH2:3][CH2:2]1, predict the reactants needed to synthesize it. The reactants are: [CH:1]1([NH:4][C:5]([C:7]2[CH:12]=[CH:11][C:10](B(O)O)=[CH:9][CH:8]=2)=[O:6])[CH2:3][CH2:2]1.Br[C:17]1[CH:22]=[CH:21][C:20]([O:23][CH2:24][CH:25]2[CH2:30][CH2:29][N:28]([C:31]3[O:35][N:34]=[C:33]([CH:36]([CH3:38])[CH3:37])[N:32]=3)[CH2:27][CH2:26]2)=[CH:19][CH:18]=1.C([O-])([O-])=O.[Na+].[Na+].